Dataset: Full USPTO retrosynthesis dataset with 1.9M reactions from patents (1976-2016). Task: Predict the reactants needed to synthesize the given product. (1) Given the product [CH:1]1([N:6]2[C:15]3[N:14]=[C:13]([NH:16][C:17]4[CH:18]=[CH:19][C:20]([C:28]([NH:40][CH:44]5[CH2:43][CH2:48][N:60]([CH3:57])[CH2:46][CH2:45]5)=[O:30])=[C:21]5[C:25]=4[O:24][C:23]([CH3:26])([CH3:27])[CH2:22]5)[N:12]=[CH:11][C:10]=3[N:9]([CH3:31])[C:8](=[O:32])[C@H:7]2[CH2:33][CH3:34])[CH2:5][CH2:4][CH2:3][CH2:2]1, predict the reactants needed to synthesize it. The reactants are: [CH:1]1([N:6]2[C:15]3[N:14]=[C:13]([NH:16][C:17]4[CH:18]=[CH:19][C:20]([C:28]([OH:30])=O)=[C:21]5[C:25]=4[O:24][C:23]([CH3:27])([CH3:26])[CH2:22]5)[N:12]=[CH:11][C:10]=3[N:9]([CH3:31])[C:8](=[O:32])[C@H:7]2[CH2:33][CH3:34])[CH2:5][CH2:4][CH2:3][CH2:2]1.F[B-](F)(F)F.[N:40]1(OC(N(C)C)=[N+](C)C)[C:44]2[CH:45]=[CH:46]C=[CH:48][C:43]=2N=N1.[CH:57]([N:60](C(C)C)CC)(C)C.C(=O)(O)[O-].[Na+]. (2) Given the product [CH3:1][S:2]([O:19][CH2:18][CH2:17][O:16][CH2:15][CH2:14][O:13][CH2:6][C:7]1[CH:12]=[CH:11][CH:10]=[CH:9][CH:8]=1)(=[O:4])=[O:3], predict the reactants needed to synthesize it. The reactants are: [CH3:1][S:2](Cl)(=[O:4])=[O:3].[CH2:6]([O:13][CH2:14][CH2:15][O:16][CH2:17][CH2:18][OH:19])[C:7]1[CH:12]=[CH:11][CH:10]=[CH:9][CH:8]=1.CCN(CC)CC. (3) Given the product [CH3:25][S:26]([O:13][CH2:1][CH2:2][CH2:3][CH2:4][CH2:5][CH2:6][CH2:7][CH2:8][CH2:9][CH2:10][CH2:11][CH3:12])(=[O:28])=[O:27], predict the reactants needed to synthesize it. The reactants are: [CH2:1]([OH:13])[CH2:2][CH2:3][CH2:4][CH2:5][CH2:6][CH2:7][CH2:8][CH2:9][CH2:10][CH2:11][CH3:12].CC(C)=O.C(N(CC)CC)C.[CH3:25][S:26](Cl)(=[O:28])=[O:27]. (4) Given the product [S:3]1[CH2:2][CH:24]1[CH2:23][S:22][CH2:21][CH:18]1[CH2:19][CH2:20][CH:15]([CH2:14][S:13][CH2:12][CH:11]2[S:28][CH2:27]2)[CH2:16][CH2:17]1, predict the reactants needed to synthesize it. The reactants are: N[C:2](N)=[S:3].[N+]([O-])([O-])=O.[NH4+].O1[CH2:27][CH:11]1[CH2:12][S:13][CH2:14][CH:15]1[CH2:20][CH2:19][CH:18]([CH2:21][S:22][CH2:23][CH:24]2OC2)[CH2:17][CH2:16]1.[S:28](=O)(=O)(O)O. (5) Given the product [CH3:1][C:2]1[N:3]=[C:4]([NH2:21])[C:5]2[N:11]=[C:10]([C:12]3[CH:17]=[CH:16][C:15]([F:18])=[CH:14][CH:13]=3)[CH:9]=[CH:8][C:6]=2[N:7]=1, predict the reactants needed to synthesize it. The reactants are: [CH3:1][C:2]1[N:3]=[C:4](Cl)[C:5]2[N:11]=[C:10]([C:12]3[CH:17]=[CH:16][C:15]([F:18])=[CH:14][CH:13]=3)[CH:9]=[CH:8][C:6]=2[N:7]=1.N.[NH2:21]C1C2N=C(C3C=CC(F)=CC=3)C=CC=2N=CN=1. (6) Given the product [CH3:24][O:25][C:26]1[CH:33]=[CH:32][C:29]([CH2:30][NH:31][C:13]2[CH:12]=[C:11]3[C:16]([CH:17]=[C:8]([C:6]4[CH:7]=[C:2]([NH2:1])[C:3]([F:23])=[CH:4][C:5]=4[CH3:22])[C:9](=[O:21])[N:10]3[CH2:19][CH3:20])=[CH:15][N:14]=2)=[CH:28][CH:27]=1, predict the reactants needed to synthesize it. The reactants are: [NH2:1][C:2]1[C:3]([F:23])=[CH:4][C:5]([CH3:22])=[C:6]([C:8]2[C:9](=[O:21])[N:10]([CH2:19][CH3:20])[C:11]3[C:16]([CH:17]=2)=[CH:15][N:14]=[C:13](Cl)[CH:12]=3)[CH:7]=1.[CH3:24][O:25][C:26]1[CH:33]=[CH:32][C:29]([CH2:30][NH2:31])=[CH:28][CH:27]=1.